From a dataset of Full USPTO retrosynthesis dataset with 1.9M reactions from patents (1976-2016). Predict the reactants needed to synthesize the given product. (1) Given the product [ClH:1].[Cl:1][C:2]1[CH:3]=[CH:4][C:5]([C:8](=[C:13]2[CH2:14][CH2:15][NH:16][CH2:17][CH2:18]2)[C:9]([O:11][CH3:12])=[O:10])=[CH:6][CH:7]=1, predict the reactants needed to synthesize it. The reactants are: [Cl:1][C:2]1[CH:7]=[CH:6][C:5]([C:8](=[C:13]2[CH2:18][CH2:17][N:16](C(OC(C)(C)C)=O)[CH2:15][CH2:14]2)[C:9]([O:11][CH3:12])=[O:10])=[CH:4][CH:3]=1.Cl. (2) Given the product [F:1][C:2]1[CH:7]=[CH:6][C:5]([S:8]([NH:24][C:25]2[C:34]([C:35]([O:37][CH3:38])=[O:36])=[C:33]3[C:28]([C@H:29]4[CH2:39][C@H:30]4[CH2:31][O:32]3)=[CH:27][CH:26]=2)(=[O:10])=[O:9])=[C:4]([CH2:12][C@H:13]2[CH2:17][CH2:16][N:15]([C:18](=[O:23])[C:19]([F:22])([F:21])[F:20])[CH2:14]2)[CH:3]=1, predict the reactants needed to synthesize it. The reactants are: [F:1][C:2]1[CH:7]=[CH:6][C:5]([S:8](Cl)(=[O:10])=[O:9])=[C:4]([CH2:12][C@H:13]2[CH2:17][CH2:16][N:15]([C:18](=[O:23])[C:19]([F:22])([F:21])[F:20])[CH2:14]2)[CH:3]=1.[NH2:24][C:25]1[C:34]([C:35]([O:37][CH3:38])=[O:36])=[C:33]2[C:28]([C@H:29]3[CH2:39][C@H:30]3[CH2:31][O:32]2)=[CH:27][CH:26]=1. (3) The reactants are: [C@@H:1]1([N:9]2[C:18]3[N:17]=[CH:16][N:15]=[C:13](O)[C:12]=3[N:11]=[CH:10]2)[O:8][C@H:5]([CH2:6][OH:7])[C@@H:3]([OH:4])[CH2:2]1.F[P-](F)(F)(F)(F)F.N1(O[P+](N(C)C)(N(C)C)N(C)C)C2C=CC=CC=2N=N1.C(N(CC)C(C)C)(C)C.[N+:55]([C:58]1[CH:63]=[CH:62][CH:61]=[CH:60][C:59]=1[CH:64]([NH2:66])[CH3:65])([O-:57])=[O:56]. Given the product [N+:55]([C:58]1[CH:63]=[CH:62][CH:61]=[CH:60][C:59]=1[CH:64]([NH:66][C:13]1[C:12]2[N:11]=[CH:10][N:9]([C:18]=2[N:17]=[CH:16][N:15]=1)[C@@H:1]1[O:8][C@H:5]([CH2:6][OH:7])[C@@H:3]([OH:4])[CH2:2]1)[CH3:65])([O-:57])=[O:56], predict the reactants needed to synthesize it. (4) Given the product [NH:6]1[CH2:7][C@H:14]([OH:4])[CH2:13][C@H:10]1[C:11]([OH:12])=[O:2], predict the reactants needed to synthesize it. The reactants are: Cl.[OH-:2].[K+].[OH2:4].C[N:6](C)[C:7]1[CH:14]=[CH:13][C:10]([CH:11]=[O:12])=CC=1. (5) Given the product [C:16]([O:20][C:21]([NH:23][C@@H:24]([C@H:25]([C:26]1[O:35][CH2:34][C@@H:29]([C:30]([O:32][CH3:33])=[O:31])[N:28]=1)[CH2:36][CH3:37])[CH3:38])=[O:22])([CH3:19])([CH3:18])[CH3:17], predict the reactants needed to synthesize it. The reactants are: CC[N+](S(N=C(OC)[O-])(=O)=O)(CC)CC.[C:16]([O:20][C:21]([NH:23][C@H:24]([CH3:38])[C@@H:25]([CH2:36][CH3:37])[C:26]([NH:28][C@@H:29]([CH2:34][OH:35])[C:30]([O:32][CH3:33])=[O:31])=O)=[O:22])([CH3:19])([CH3:18])[CH3:17].